Dataset: Full USPTO retrosynthesis dataset with 1.9M reactions from patents (1976-2016). Task: Predict the reactants needed to synthesize the given product. (1) The reactants are: [NH2:1][C:2]1[CH:3]=[C:4]([CH:8]=[C:9](Br)[CH:10]=1)[C:5]([OH:7])=[O:6].[CH3:12][O:13][C:14]1[C:19]([O:20][CH3:21])=[C:18](B(O)O)[CH:17]=[CH:16][N:15]=1.C(=O)([O-])[O-].[K+].[K+]. Given the product [NH2:1][C:2]1[CH:3]=[C:4]([CH:8]=[C:9]([C:18]2[CH:17]=[CH:16][N:15]=[C:14]([O:13][CH3:12])[C:19]=2[O:20][CH3:21])[CH:10]=1)[C:5]([OH:7])=[O:6], predict the reactants needed to synthesize it. (2) Given the product [F:1][C:2]1([F:26])[O:6][C:5]2[CH:7]=[CH:8][C:9]([C:11]3[CH:16]=[CH:15][C:14]([N+:17]([O-:42])=[O:41])=[C:13]([F:25])[CH:12]=3)=[CH:10][C:4]=2[O:3]1, predict the reactants needed to synthesize it. The reactants are: [F:1][C:2]1([F:26])[O:6][C:5]2[CH:7]=[CH:8][C:9]([C:11]3[CH:16]=[CH:15][C:14]([NH:17]C(=O)OC(C)(C)C)=[C:13]([F:25])[CH:12]=3)=[CH:10][C:4]=2[O:3]1.FC(F)(F)C(O)=O.ClCCl.B1([O-])OO1.[OH2:41].[OH2:42].O.O.[Na+]. (3) Given the product [CH:1]([N:3]1[CH2:9][C:8]2[CH:10]=[CH:11][C:12]([C:14]([NH:21][OH:19])=[O:15])=[CH:13][C:7]=2[O:6][CH2:5][C@H:4]1[CH3:18])=[O:2], predict the reactants needed to synthesize it. The reactants are: [CH:1]([N:3]1[CH2:9][C:8]2[CH:10]=[CH:11][C:12]([C:14](OC)=[O:15])=[CH:13][C:7]=2[O:6][CH2:5][C@H:4]1[CH3:18])=[O:2].[OH-:19].[Na+].[NH2:21]O. (4) Given the product [CH3:40][NH:36][C:21]([C:20]1[CH:24]=[CH:25][CH:26]=[CH:27][C:19]=1[NH:18][C:16]([C:13]1[CH:12]=[CH:11][C:10]2[CH:9]=[C:8]3[C:2](=[O:1])[NH:3][CH2:4][CH2:5][CH2:6][N:7]3[C:15]=2[CH:14]=1)=[O:17])=[O:23], predict the reactants needed to synthesize it. The reactants are: [O:1]=[C:2]1[C:8]2=[CH:9][C:10]3[CH:11]=[CH:12][C:13]([C:16]([NH:18][C:19]4[CH:27]=[CH:26][CH:25]=[CH:24][C:20]=4[C:21]([OH:23])=O)=[O:17])=[CH:14][C:15]=3[N:7]2[CH2:6][CH2:5][CH2:4][NH:3]1.CN.C1COCC1.O[N:36]1[C:40]2C=CC=CC=2N=N1.C(N(CC)C(C)C)(C)C.C(N=C=NCCCN(C)C)C. (5) Given the product [N:23]1[CH:22]=[CH:27][CH:26]=[C:25]([O:28][C:14]2[CH2:18][CH2:17][O:16][N:15]=2)[CH:24]=1, predict the reactants needed to synthesize it. The reactants are: C(OC1C=CC(C=O)=CC=1)(C)C.Br[C:14]1[CH2:18][CH2:17][O:16][N:15]=1.COC(=O)[C:22]1[CH:27]=[CH:26][C:25]([OH:28])=[CH:24][N:23]=1. (6) Given the product [Cl:11][C:9]1[CH:8]=[CH:7][C:5]2[S:6][C:2]([CH3:12])=[CH:3][C:4]=2[CH:10]=1, predict the reactants needed to synthesize it. The reactants are: Br[C:2]1[S:6][C:5]2[CH:7]=[CH:8][C:9]([Cl:11])=[CH:10][C:4]=2[CH:3]=1.[CH2:12]([Li])CCC.IC.O.